From a dataset of Catalyst prediction with 721,799 reactions and 888 catalyst types from USPTO. Predict which catalyst facilitates the given reaction. Reactant: [H-].[H-].[H-].[H-].[Li+].[Al+3].C([O:9][C:10](=O)[CH2:11][C@H:12]1[CH2:17][CH2:16][C@H:15]([NH:18][C:19](=[O:21])[CH3:20])[CH2:14][CH2:13]1)C.O.[OH-].[Na+]. Product: [OH:9][CH2:10][CH2:11][C@H:12]1[CH2:17][CH2:16][C@H:15]([NH:18][C:19](=[O:21])[CH3:20])[CH2:14][CH2:13]1. The catalyst class is: 1.